Predict the reactants needed to synthesize the given product. From a dataset of Full USPTO retrosynthesis dataset with 1.9M reactions from patents (1976-2016). (1) Given the product [CH3:19][Si:18]([C:16]#[C:17][C:2]1[CH:3]=[CH:4][C:5]2[N:6]([CH:8]=[C:9]([C:11]([O:13][CH2:14][CH3:15])=[O:12])[N:10]=2)[CH:7]=1)([CH3:21])[CH3:20], predict the reactants needed to synthesize it. The reactants are: I[C:2]1[CH:3]=[CH:4][C:5]2[N:6]([CH:8]=[C:9]([C:11]([O:13][CH2:14][CH3:15])=[O:12])[N:10]=2)[CH:7]=1.[C:16]([Si:18]([CH3:21])([CH3:20])[CH3:19])#[CH:17]. (2) Given the product [OH:6][C:7]1[CH:21]=[CH:20][C:10]([O:11][C:12]2[CH:19]=[CH:18][C:15]([C:16]#[N:17])=[CH:14][CH:13]=2)=[CH:9][CH:8]=1, predict the reactants needed to synthesize it. The reactants are: B(Br)(Br)Br.C[O:6][C:7]1[CH:21]=[CH:20][C:10]([O:11][C:12]2[CH:19]=[CH:18][C:15]([C:16]#[N:17])=[CH:14][CH:13]=2)=[CH:9][CH:8]=1. (3) Given the product [CH3:1][C@@:2]12[C:16]([CH3:17])([CH3:18])[C@@H:5]([CH2:6][C@@:7]31[C@H:12]([CH3:13])[CH2:11][O:10][C:9]([CH3:15])([CH3:14])[O:8]3)[CH2:4][CH2:3]2, predict the reactants needed to synthesize it. The reactants are: [CH3:1][C@@:2]12[C:16]([CH3:18])([CH3:17])[C@@H:5]([CH2:6][C@@:7]31[C@@H:12]([CH3:13])[CH2:11][O:10][C:9]([CH3:15])([CH3:14])[O:8]3)[CH2:4][CH2:3]2.